This data is from Full USPTO retrosynthesis dataset with 1.9M reactions from patents (1976-2016). The task is: Predict the reactants needed to synthesize the given product. (1) Given the product [Br:10][C:7]1[CH:8]=[CH:9][C:4]([C:3]([OH:17])=[O:2])=[C:5]([S:11][C:12](=[O:16])[N:13]([CH3:14])[CH3:15])[CH:6]=1, predict the reactants needed to synthesize it. The reactants are: C[O:2][C:3](=[O:17])[C:4]1[CH:9]=[CH:8][C:7]([Br:10])=[CH:6][C:5]=1[S:11][C:12](=[O:16])[N:13]([CH3:15])[CH3:14].O.[OH-].[Li+]. (2) Given the product [CH3:26][S:27]([N:30]1[CH2:31][CH:32]=[C:33]([C:2]2[CH:3]=[C:4]3[CH2:25][C:9]4([CH2:24][C:11]5([CH2:16][CH2:15][N:14]([C:17]([O:19][C:20]([CH3:22])([CH3:21])[CH3:23])=[O:18])[CH2:13][CH2:12]5)[CH2:10]4)[O:8][C:5]3=[CH:6][N:7]=2)[CH2:34][CH2:35]1)(=[O:29])=[O:28], predict the reactants needed to synthesize it. The reactants are: Cl[C:2]1[CH:3]=[C:4]2[CH2:25][C:9]3([CH2:24][C:11]4([CH2:16][CH2:15][N:14]([C:17]([O:19][C:20]([CH3:23])([CH3:22])[CH3:21])=[O:18])[CH2:13][CH2:12]4)[CH2:10]3)[O:8][C:5]2=[CH:6][N:7]=1.[CH3:26][S:27]([N:30]1[CH2:35][CH:34]=[C:33](B2OC(C)(C)C(C)(C)O2)[CH2:32][CH2:31]1)(=[O:29])=[O:28].C([O-])([O-])=O.[Na+].[Na+].